From a dataset of Full USPTO retrosynthesis dataset with 1.9M reactions from patents (1976-2016). Predict the reactants needed to synthesize the given product. (1) Given the product [OH:8][C:9]1[CH:41]=[CH:40][C:12]2[N:13]=[C:14]([S:16][CH2:17][CH2:18][N:19]3[CH2:24][CH2:23][N:22]([CH2:25][C:26]([NH:28][C:29]4[C:30]([S:38][CH3:39])=[N:31][C:32]([CH3:37])=[CH:33][C:34]=4[S:35][CH3:36])=[O:27])[CH2:21][CH2:20]3)[NH:15][C:11]=2[CH:10]=1, predict the reactants needed to synthesize it. The reactants are: C([O:8][C:9]1[CH:41]=[CH:40][C:12]2[N:13]=[C:14]([S:16][CH2:17][CH2:18][N:19]3[CH2:24][CH2:23][N:22]([CH2:25][C:26]([NH:28][C:29]4[C:30]([S:38][CH3:39])=[N:31][C:32]([CH3:37])=[CH:33][C:34]=4[S:35][CH3:36])=[O:27])[CH2:21][CH2:20]3)[NH:15][C:11]=2[CH:10]=1)C1C=CC=CC=1.FC(F)(F)C(O)=O. (2) Given the product [Cl:19][C:12]1[CH:13]=[C:14]([F:18])[CH:15]=[C:16]([Cl:17])[C:11]=1[N:9]1[CH:8]=[C:7]2[C:2]([NH:27][C:23]3[CH:22]=[C:21]([CH3:20])[N:26]=[CH:25][N:24]=3)=[N:3][CH:4]=[CH:5][C:6]2=[N:10]1, predict the reactants needed to synthesize it. The reactants are: Cl[C:2]1[C:7]2=[CH:8][N:9]([C:11]3[C:16]([Cl:17])=[CH:15][C:14]([F:18])=[CH:13][C:12]=3[Cl:19])[N:10]=[C:6]2[CH:5]=[CH:4][N:3]=1.[CH3:20][C:21]1[N:26]=[CH:25][N:24]=[C:23]([NH2:27])[CH:22]=1.CC1(C)C2C(=C(P(C3C=CC=CC=3)C3C=CC=CC=3)C=CC=2)OC2C(P(C3C=CC=CC=3)C3C=CC=CC=3)=CC=CC1=2.C(=O)([O-])[O-].[Cs+].[Cs+]. (3) Given the product [N+:19]([C:3]1[C:2]([OH:1])=[CH:15][C:14]2[C@:13]34[CH2:16][CH2:17][NH:18][C@@H:7]([C@@H:8]3[CH2:9][CH2:10][CH2:11][CH2:12]4)[CH2:6][C:5]=2[CH:4]=1)([O-:21])=[O:20], predict the reactants needed to synthesize it. The reactants are: [OH:1][C:2]1[CH:3]=[CH:4][C:5]2[CH2:6][C@H:7]3[NH:18][CH2:17][CH2:16][C@@:13]4([C:14]=2[CH:15]=1)[C@H:8]3[CH2:9][CH2:10][CH2:11][CH2:12]4.[N+:19]([O-])([OH:21])=[O:20]. (4) Given the product [OH:33][C:29]1[CH:28]=[C:27]([C:5]2[N:6]=[C:7]3[C:2]([NH:1][C:70](=[O:69])[N:8]3[C:9]3[CH:17]=[CH:16][CH:15]=[C:14]4[C:10]=3[CH:11]=[CH:12][NH:13]4)=[C:3]([C:34]([NH2:38])=[O:35])[N:4]=2)[CH:32]=[CH:31][CH:30]=1, predict the reactants needed to synthesize it. The reactants are: [NH2:1][C:2]1[C:3]([C:34](OC)=[O:35])=[N:4][C:5]([C:27]2[CH:32]=[CH:31][CH:30]=[C:29]([OH:33])[CH:28]=2)=[N:6][C:7]=1[NH:8][C:9]1[CH:17]=[CH:16][CH:15]=[C:14]2[C:10]=1[CH:11]=[CH:12][N:13]2S(C1C=CC=CC=1)(=O)=O.[NH2:38]C1C(C(OC)=O)=NC(Cl)=NC=1NC1C=CC=C2C=1C=CN2S(C1C=CC=CC=1)(=O)=O.[OH:69][C:70]1C=C(B(O)O)C=CC=1.C1(P(C2CCCCC2)C2C=CC=CC=2C2C(OC)=CC=CC=2OC)CCCCC1.P([O-])([O-])([O-])=O.[K+].[K+].[K+]. (5) The reactants are: [CH3:1][C:2]1[N:3]=[C:4]([NH2:7])[S:5][CH:6]=1.Cl[C:9]1[CH:14]=[C:13]([S:15][C:16]2[CH:21]=[CH:20][CH:19]=[C:18]([Cl:22])[C:17]=2[Cl:23])[CH:12]=[CH:11][N:10]=1.P([O-])([O-])([O-])=O.[K+].[K+].[K+]. Given the product [Cl:23][C:17]1[C:18]([Cl:22])=[CH:19][CH:20]=[CH:21][C:16]=1[S:15][C:13]1[CH:12]=[CH:11][N:10]=[C:9]([NH:7][C:4]2[S:5][CH:6]=[C:2]([CH3:1])[N:3]=2)[CH:14]=1, predict the reactants needed to synthesize it. (6) Given the product [C:27]([O:26][C:25](=[O:31])[NH:24][C:18]1[CH:17]=[C:16]([O:58][CH2:57][CH:52]2[CH2:53][CH2:54][CH2:55][CH2:56][O:51]2)[CH:21]=[C:20]([O:22][CH3:23])[CH:19]=1)([CH3:30])([CH3:29])[CH3:28], predict the reactants needed to synthesize it. The reactants are: N(C(OC(C)C)=O)=NC(OC(C)C)=O.O[C:16]1[CH:17]=[C:18]([NH:24][C:25](=[O:31])[O:26][C:27]([CH3:30])([CH3:29])[CH3:28])[CH:19]=[C:20]([O:22][CH3:23])[CH:21]=1.C1(P(C2C=CC=CC=2)C2C=CC=CC=2)C=CC=CC=1.[O:51]1[CH2:56][CH2:55][CH2:54][CH2:53][CH:52]1[CH2:57][OH:58]. (7) Given the product [N:5]1([CH:10]2[CH2:14][CH2:13][N:12]([C:15]3[CH:16]=[CH:17][C:18]([C@@H:21]4[NH:22][CH2:23][CH2:24][N:25]([C:35]5[N:40]([CH3:41])[C:39](=[O:42])[CH:38]=[C:37]([C:43]6[CH:44]=[CH:45][N:46]=[CH:47][CH:48]=6)[N:36]=5)[CH2:26]4)=[CH:19][CH:20]=3)[CH2:11]2)[CH2:6][CH2:7][CH2:8][CH2:9]1, predict the reactants needed to synthesize it. The reactants are: Cl.Cl.Cl.Cl.[N:5]1([C@H:10]2[CH2:14][CH2:13][N:12]([C:15]3[CH:20]=[CH:19][C:18]([C@H:21]4[CH2:26][NH:25][CH2:24][CH2:23][NH:22]4)=[CH:17][CH:16]=3)[CH2:11]2)[CH2:9][CH2:8][CH2:7][CH2:6]1.C(N(CC)CC)C.Cl[C:35]1[N:40]([CH3:41])[C:39](=[O:42])[CH:38]=[C:37]([C:43]2[CH:48]=[CH:47][N:46]=[CH:45][CH:44]=2)[N:36]=1.